The task is: Predict the product of the given reaction.. This data is from Forward reaction prediction with 1.9M reactions from USPTO patents (1976-2016). (1) Given the reactants C(N1CCNCC1)C1C=CC=CC=1.C1(N=C=O)C=CC=CC=1.[C:23]1([NH:29][C:30]([N:32]2[CH2:37][CH2:36][N:35]([CH2:38][C:39]3[CH:44]=[CH:43][CH:42]=[CH:41][C:40]=3OCC3C=CC=CC=3)[CH2:34][CH2:33]2)=[O:31])[CH:28]=[CH:27][CH:26]=[CH:25][CH:24]=1, predict the reaction product. The product is: [C:23]1([NH:29][C:30]([N:32]2[CH2:37][CH2:36][N:35]([CH2:38][C:39]3[CH:44]=[CH:43][CH:42]=[CH:41][CH:40]=3)[CH2:34][CH2:33]2)=[O:31])[CH:28]=[CH:27][CH:26]=[CH:25][CH:24]=1. (2) The product is: [Cl:21][C:10]1[C:11]2[CH:17]=[C:16]([O:18][CH2:19][CH3:20])[CH:15]=[CH:14][C:12]=2[S:13][C:9]=1[C:7]([OH:22])=[O:8]. Given the reactants N1C(N[C:7]([C:9]2[S:13][C:12]3[CH:14]=[CH:15][C:16]([O:18][CH2:19][CH3:20])=[CH:17][C:11]=3[C:10]=2[Cl:21])=[O:8])=NN=N1.[OH-:22].[Na+], predict the reaction product. (3) Given the reactants [Cl:1][C:2]1[N:3]=[CH:4][C:5]2[S:10][CH:9]=[C:8]([C:11]([OH:13])=O)[C:6]=2[N:7]=1.[NH2:14][C:15]1[CH:20]=[CH:19][C:18]([CH3:21])=[CH:17][CH:16]=1.CCN(C(C)C)C(C)C.ON1C2N=CC=CC=2N=N1.CN(C(ON1N=NC2C=CC=NC1=2)=[N+](C)C)C.F[P-](F)(F)(F)(F)F, predict the reaction product. The product is: [C:18]1([CH3:21])[CH:19]=[CH:20][C:15]([NH:14][C:11]([C:8]2[C:6]3[N:7]=[C:2]([Cl:1])[N:3]=[CH:4][C:5]=3[S:10][CH:9]=2)=[O:13])=[CH:16][CH:17]=1.